From a dataset of Forward reaction prediction with 1.9M reactions from USPTO patents (1976-2016). Predict the product of the given reaction. (1) Given the reactants [Br:1][C:2]1[CH:3]=[C:4]([NH2:10])[C:5]([NH2:9])=[CH:6][C:7]=1[Br:8].[CH:11]([CH:13]1[CH2:18][CH2:17][N:16]([C:19]([O:21][C:22]([CH3:25])([CH3:24])[CH3:23])=[O:20])[CH2:15][CH2:14]1)=O, predict the reaction product. The product is: [Br:1][C:2]1[C:7]([Br:8])=[CH:6][C:5]2[N:9]([CH2:11][CH:13]3[CH2:18][CH2:17][N:16]([C:19]([O:21][C:22]([CH3:23])([CH3:25])[CH3:24])=[O:20])[CH2:15][CH2:14]3)[C:11]([CH:13]3[CH2:18][CH2:17][N:16]([C:19]([O:21][C:22]([CH3:25])([CH3:24])[CH3:23])=[O:20])[CH2:15][CH2:14]3)=[N:10][C:4]=2[CH:3]=1. (2) Given the reactants [Cl:1][C:2]1[S:6][C:5]([C:7]([NH:9][NH:10][C:11](=[S:19])[NH:12][C:13]2[CH:18]=[CH:17][CH:16]=[CH:15][CH:14]=2)=[O:8])=[CH:4][CH:3]=1.[C:20]([O-])(=O)[CH3:21].[Na+].BrCCBr, predict the reaction product. The product is: [Cl:1][C:2]1[S:6][C:5]([C:7]([NH:9][N:10]=[C:11]2[N:12]([C:13]3[CH:14]=[CH:15][CH:16]=[CH:17][CH:18]=3)[CH2:21][CH2:20][S:19]2)=[O:8])=[CH:4][CH:3]=1. (3) Given the reactants [F:1][C:2]1[C:3]([CH:8](O)[C:9](=[CH2:15])[C:10]([O:12][CH2:13][CH3:14])=[O:11])=[N:4][CH:5]=[CH:6][CH:7]=1, predict the reaction product. The product is: [F:1][C:2]1[C:3]2[N:4]([CH:15]=[C:9]([C:10]([O:12][CH2:13][CH3:14])=[O:11])[CH:8]=2)[CH:5]=[CH:6][CH:7]=1. (4) Given the reactants [CH3:1][C:2]1[S:13][C:5]2[CH2:6][N:7]([CH3:12])[CH2:8][CH2:9][CH:10]([OH:11])[C:4]=2[CH:3]=1.[C:14]([C:16]1[C:25]2[C:20](=[CH:21][CH:22]=[CH:23][CH:24]=2)[C:19](F)=[CH:18][CH:17]=1)#[N:15], predict the reaction product. The product is: [C:14]([C:16]1[C:25]2[C:20](=[CH:21][CH:22]=[CH:23][CH:24]=2)[C:19]([O:11][CH:10]2[CH2:9][CH2:8][N:7]([CH3:12])[CH2:6][C:5]3[S:13][C:2]([CH3:1])=[CH:3][C:4]2=3)=[CH:18][CH:17]=1)#[N:15].